From a dataset of Reaction yield outcomes from USPTO patents with 853,638 reactions. Predict the reaction yield, written as a fraction of the theoretical maximum amount of product (1.0 means a 100% yield; for example, 0.34 means a 34% yield). (1) The reactants are [CH3:1][O:2][CH2:3][CH2:4][O:5][C:6]1[CH:7]=[C:8]2[C:12](=[C:13]([N:15]([CH3:24])[S:16]([C:19]3[S:20][CH:21]=[CH:22][CH:23]=3)(=[O:18])=[O:17])[CH:14]=1)[NH:11][C:10]([C:25]1[S:26][CH:27]([CH2:30][C:31](OCC)=[O:32])[CH2:28][N:29]=1)=[CH:9]2.O1CCCC1.CO.[BH4-].[Li+]. The catalyst is O. The product is [OH:32][CH2:31][CH2:30][CH:27]1[S:26][C:25]([C:10]2[NH:11][C:12]3[C:8]([CH:9]=2)=[CH:7][C:6]([O:5][CH2:4][CH2:3][O:2][CH3:1])=[CH:14][C:13]=3[N:15]([CH3:24])[S:16]([C:19]2[S:20][CH:21]=[CH:22][CH:23]=2)(=[O:17])=[O:18])=[N:29][CH2:28]1. The yield is 0.560. (2) The reactants are [CH3:1][CH:2]([N:4]1[C:12](/[CH:13]=[CH:14]/[CH:15]([OH:23])[CH2:16][CH:17]([OH:22])[CH2:18][C:19]([OH:21])=[O:20])=[C:11]([C:24]2[CH:25]=[CH:26][C:27]([F:30])=[CH:28][CH:29]=2)[C:10]2[CH:9]=[CH:8][CH:7]=[CH:6][C:5]1=2)[CH3:3].[OH-].[Na+:32].CC(C)=O. The catalyst is CO. The product is [CH3:3][CH:2]([N:4]1[C:12](/[CH:13]=[CH:14]/[CH:15]([OH:23])[CH2:16][CH:17]([OH:22])[CH2:18][C:19]([O-:21])=[O:20])=[C:11]([C:24]2[CH:29]=[CH:28][C:27]([F:30])=[CH:26][CH:25]=2)[C:10]2[CH:9]=[CH:8][CH:7]=[CH:6][C:5]1=2)[CH3:1].[Na+:32]. The yield is 0.620. (3) The reactants are [OH:1][CH2:2][C:3]1[CH:8]=[CH:7][NH:6][C:5](=[O:9])[CH:4]=1.CN(C=O)C.N1C=CN=C1.[Si:20](Cl)([C:23]([CH3:26])([CH3:25])[CH3:24])([CH3:22])[CH3:21]. The catalyst is O. The product is [CH3:24][C:23]([Si:20]([CH3:22])([CH3:21])[O:1][CH2:2][C:3]1[CH:8]=[CH:7][NH:6][C:5](=[O:9])[CH:4]=1)([CH3:26])[CH3:25]. The yield is 0.880.